The task is: Predict the reactants needed to synthesize the given product.. This data is from Full USPTO retrosynthesis dataset with 1.9M reactions from patents (1976-2016). (1) Given the product [Br:17][C:3]1[CH:4]=[C:5]([C:8]([C:10]2[CH:15]=[CH:14][C:13]([O:16][S:26]([CH3:25])(=[O:28])=[O:27])=[C:12]([CH3:30])[CH:11]=2)=[CH2:9])[CH:6]=[CH:7][C:2]=1[F:1], predict the reactants needed to synthesize it. The reactants are: [F:1][C:2]1[CH:7]=[CH:6][C:5]([C:8]([C:10]2[CH:15]=[CH:14][C:13]([OH:16])=[CH:12][CH:11]=2)=[CH2:9])=[CH:4][C:3]=1[Br:17].C(N(CC)CC)C.[CH3:25][S:26](Cl)(=[O:28])=[O:27].[C:30](OCC)(=O)C.C1CCCCC1. (2) Given the product [F:1][C:2]([F:13])([F:12])[O:3][C:4]1[CH:11]=[CH:10][C:7]([CH:8]=[CH:15][C:16]([OH:18])=[O:17])=[CH:6][CH:5]=1, predict the reactants needed to synthesize it. The reactants are: [F:1][C:2]([F:13])([F:12])[O:3][C:4]1[CH:11]=[CH:10][C:7]([CH:8]=O)=[CH:6][CH:5]=1.C(O)(=O)[CH2:15][C:16]([OH:18])=[O:17].N1CCCCC1.C(=O)=O.Cl. (3) Given the product [C:26]([O:30][C:31](=[O:38])[NH:32][CH:33]1[CH2:37][CH2:36][N:35]([C:14]2[CH:13]=[C:12]3[C:17]([C:18](=[O:19])[N:9]([O:8][CH2:1][C:2]4[CH:7]=[CH:6][CH:5]=[CH:4][CH:3]=4)[C:10](=[O:25])[N:11]3[CH:22]3[CH2:24][CH2:23]3)=[CH:16][C:15]=2[F:20])[CH2:34]1)([CH3:29])([CH3:27])[CH3:28], predict the reactants needed to synthesize it. The reactants are: [CH2:1]([O:8][N:9]1[C:18](=[O:19])[C:17]2[C:12](=[CH:13][C:14](Cl)=[C:15]([F:20])[CH:16]=2)[N:11]([CH:22]2[CH2:24][CH2:23]2)[C:10]1=[O:25])[C:2]1[CH:7]=[CH:6][CH:5]=[CH:4][CH:3]=1.[C:26]([O:30][C:31](=[O:38])[NH:32][CH:33]1[CH2:37][CH2:36][NH:35][CH2:34]1)([CH3:29])([CH3:28])[CH3:27].C(N(CC)CC)C. (4) Given the product [NH:25]1[C:24]2[CH:28]=[CH:29][C:21]([C:19]([N:15]3[C@@H:16]4[C@@H:11]([C:10]5[C:5]([CH2:3][OH:2])=[CH:6][CH:7]=[CH:8][C:9]=5[CH2:18][CH2:17]4)[CH2:12][CH2:13][CH2:14]3)=[O:20])=[CH:22][C:23]=2[N:27]=[CH:26]1, predict the reactants needed to synthesize it. The reactants are: C[O:2][C:3]([C:5]1[C:10]2[C@@H:11]3[C@H:16]([CH2:17][CH2:18][C:9]=2[CH:8]=[CH:7][CH:6]=1)[N:15]([C:19]([C:21]1[CH:29]=[CH:28][C:24]2[NH:25][CH:26]=[N:27][C:23]=2[CH:22]=1)=[O:20])[CH2:14][CH2:13][CH2:12]3)=O. (5) Given the product [NH2:3][C:4]1[C:13]([NH:14][C:15]([C:17]2[CH:22]=[N:21][CH:20]=[CH:19][N:18]=2)=[O:16])=[CH:12][CH:11]=[CH:10][C:5]=1[C:6]([OH:8])=[O:7], predict the reactants needed to synthesize it. The reactants are: [OH-].[Na+].[NH2:3][C:4]1[C:13]([NH:14][C:15]([C:17]2[CH:22]=[N:21][CH:20]=[CH:19][N:18]=2)=[O:16])=[CH:12][CH:11]=[CH:10][C:5]=1[C:6]([O:8]C)=[O:7]. (6) Given the product [C:1]([C:9]1[CH:19]=[C:18]([OH:20])[C:17]([O:28][CH3:29])=[CH:16][C:10]=1[C:11]([O:13][CH2:14][CH3:15])=[O:12])(=[O:8])[C:2]1[CH:3]=[CH:4][CH:5]=[CH:6][CH:7]=1, predict the reactants needed to synthesize it. The reactants are: [C:1]([C:9]1[CH:19]=[C:18]([O:20]CC2C=CC=CC=2)[C:17]([O:28][CH3:29])=[CH:16][C:10]=1[C:11]([O:13][CH2:14][CH3:15])=[O:12])(=[O:8])[C:2]1[CH:7]=[CH:6][CH:5]=[CH:4][CH:3]=1.ClCCl.Cl. (7) The reactants are: Cl[C:2]1[S:3][C:4]2[C:10]([O:11][CH3:12])=[CH:9][CH:8]=[C:7]([C:13]3[CH:18]=[CH:17][CH:16]=[CH:15][CH:14]=3)[C:5]=2[N:6]=1.Cl.Cl.[CH3:21][C:22]1[N:27]=[CH:26][N:25]=[C:24]([N:28]2[CH2:33][CH2:32][CH:31]([NH2:34])[CH2:30][CH2:29]2)[CH:23]=1.CCN(C(C)C)C(C)C.CN1CCCC1=O. Given the product [CH3:12][O:11][C:10]1[C:4]2[S:3][C:2]([NH:34][CH:31]3[CH2:32][CH2:33][N:28]([C:24]4[CH:23]=[C:22]([CH3:21])[N:27]=[CH:26][N:25]=4)[CH2:29][CH2:30]3)=[N:6][C:5]=2[C:7]([C:13]2[CH:18]=[CH:17][CH:16]=[CH:15][CH:14]=2)=[CH:8][CH:9]=1, predict the reactants needed to synthesize it. (8) The reactants are: [CH2:1](OC(OCC)OCC)C.[NH2:11][C:12]1[CH:13]=[N:14][C:15]2[C:20]([C:21]=1[NH:22][CH2:23][CH2:24][CH2:25][CH2:26][NH:27][C:28](=[O:34])[O:29][C:30]([CH3:33])([CH3:32])[CH3:31])=[N:19][CH:18]=[CH:17][CH:16]=2.C(O)C.C1(C)C=CC(S(O)(=O)=O)=CC=1. Given the product [N:22]1([CH2:23][CH2:24][CH2:25][CH2:26][NH:27][C:28](=[O:34])[O:29][C:30]([CH3:31])([CH3:33])[CH3:32])[C:21]2[C:20]3[N:19]=[CH:18][CH:17]=[CH:16][C:15]=3[N:14]=[CH:13][C:12]=2[N:11]=[CH:1]1, predict the reactants needed to synthesize it. (9) The reactants are: O[C:2]([C:4]([F:7])(F)F)=O.OC(C(F)(F)F)=O.[CH:15]1([N:18]2[C:27]3[C:22](=[CH:23][CH:24]=[CH:25][CH:26]=3)[N:21]([C:28]([C@@H:30]3C[C@@H](O)[CH2:32][N:31]3[CH2:36][C:37]3[CH:42]=[C:41]([Cl:43])[CH:40]=[CH:39][C:38]=3[Cl:44])=[O:29])[CH2:20][CH2:19]2)[CH2:17][CH2:16]1.C(N(S(F)(F)F)CC)C. Given the product [CH:15]1([N:18]2[C:27]3[C:22](=[CH:23][CH:24]=[CH:25][CH:26]=3)[N:21]([C:28]([C@@H:30]3[CH2:2][C@H:4]([F:7])[CH2:32][N:31]3[CH2:36][C:37]3[CH:42]=[C:41]([Cl:43])[CH:40]=[CH:39][C:38]=3[Cl:44])=[O:29])[CH2:20][CH2:19]2)[CH2:17][CH2:16]1, predict the reactants needed to synthesize it.